Dataset: Reaction yield outcomes from USPTO patents with 853,638 reactions. Task: Predict the reaction yield, written as a fraction of the theoretical maximum amount of product (1.0 means a 100% yield; for example, 0.34 means a 34% yield). (1) The reactants are C([O:8][C:9]1[CH:16]=[CH:15][C:14]([F:17])=[CH:13][C:10]=1[C:11]#[N:12])C1C=CC=CC=1. The catalyst is CO. The product is [F:17][C:14]1[CH:15]=[CH:16][C:9]([OH:8])=[C:10]([CH:13]=1)[C:11]#[N:12]. The yield is 1.06. (2) The reactants are [CH:1]1([CH2:4][C:5]([NH:7][NH:8][C:9]2[C:14]([C:15]([F:18])([F:17])[F:16])=[C:13]([NH:19][CH2:20][C@H:21]3[CH2:23][C@@H:22]3[C:24]3[CH:29]=[CH:28][C:27]([F:30])=[CH:26][CH:25]=3)[CH:12]=[CH:11][N:10]=2)=O)[CH2:3][CH2:2]1.CC[N+](S(N=C(OC)[O-])(=O)=O)(CC)CC. The yield is 0.740. The catalyst is C1COCC1.CCOC(C)=O. The product is [CH:1]1([CH2:4][C:5]2[N:10]3[CH:11]=[CH:12][C:13]([NH:19][CH2:20][C@H:21]4[CH2:23][C@@H:22]4[C:24]4[CH:29]=[CH:28][C:27]([F:30])=[CH:26][CH:25]=4)=[C:14]([C:15]([F:18])([F:17])[F:16])[C:9]3=[N:8][N:7]=2)[CH2:3][CH2:2]1. (3) The reactants are CS(O[CH2:6][CH2:7][N:8]([CH2:27][CH2:28]OS(C)(=O)=O)[C:9]1[CH:14]=[C:13]([C:15]([NH:17][CH2:18][CH2:19][OH:20])=[O:16])[C:12]([N+:21]([O-:23])=[O:22])=[CH:11][C:10]=1[N+:24]([O-:26])=[O:25])(=O)=O.[Li+].[Br-:35].[Na+].[Br-:37]. The catalyst is CN(C=O)C. The product is [Br:35][CH2:6][CH2:7][N:8]([CH2:27][CH2:28][Br:37])[C:9]1[C:10]([N+:24]([O-:26])=[O:25])=[CH:11][C:12]([N+:21]([O-:23])=[O:22])=[C:13]([CH:14]=1)[C:15]([NH:17][CH2:18][CH2:19][OH:20])=[O:16]. The yield is 0.460. (4) The reactants are [OH-].[K+].[NH2:3][C:4]1[CH:12]=[CH:11][CH:10]=[C:9]([Cl:13])[C:5]=1[C:6]([OH:8])=[O:7].[C:14](Cl)(Cl)=[O:15].C1(C)C=CC=CC=1. The catalyst is O. The product is [Cl:13][C:9]1[C:5]2[C:6](=[O:8])[O:7][C:14](=[O:15])[NH:3][C:4]=2[CH:12]=[CH:11][CH:10]=1. The yield is 0.910. (5) The reactants are [OH-].[Na+].[N+:3]([CH3:6])([O-:5])=[O:4].[CH3:7][CH:8]([CH2:11][CH2:12][CH2:13]C)[CH:9]=[O:10].[CH2:15](O)C. The catalyst is O. The product is [CH3:7][CH:8]([CH2:11][CH:12]([CH3:13])[CH3:15])[CH:9]([OH:10])[CH2:6][N+:3]([O-:5])=[O:4]. The yield is 0.814. (6) The reactants are [NH2:1][C@@H:2]1[CH2:7][CH2:6][CH2:5][N:4]([C:8]2[N:9]([CH2:21][C:22]3[CH:29]=[CH:28][CH:27]=[CH:26][C:23]=3[C:24]#[N:25])[C:10](=[O:20])[C:11]([C:14]#[C:15][Si](C)(C)C)=[CH:12][N:13]=2)[CH2:3]1.CCCC[N+](CCCC)(CCCC)CCCC.[F-]. The product is [NH2:1][C@@H:2]1[CH2:7][CH2:6][CH2:5][N:4]([C:8]2[N:9]([CH2:21][C:22]3[CH:29]=[CH:28][CH:27]=[CH:26][C:23]=3[C:24]#[N:25])[C:10](=[O:20])[C:11]([C:14]#[CH:15])=[CH:12][N:13]=2)[CH2:3]1. The yield is 0.710. The catalyst is C1COCC1. (7) The reactants are [C:1]([NH:8][CH2:9][C:10]([OH:12])=[O:11])([O:3][C:4]([CH3:7])([CH3:6])[CH3:5])=[O:2].C1CCC(N=C=NC2CCCCC2)CC1.[CH2:28]([N:30]([CH2:33]C)[CH2:31]C)[CH3:29].CN(C)CCO. The catalyst is C(Cl)Cl. The product is [CH3:31][N:30]([CH3:33])[CH2:28][CH2:29][O:11][C:10](=[O:12])[CH2:9][NH:8][C:1]([O:3][C:4]([CH3:6])([CH3:7])[CH3:5])=[O:2]. The yield is 0.740. (8) The reactants are [C:1]([O:4][CH:5]=C)(=O)C.CCCC[Sn](Cl)(O[Sn](Cl)(CCCC)CCCC)CCCC.[C:28]([O:31][CH2:32][C:33]1[CH:34]=[CH:35][C:36]([CH2:40][C:41]2[CH:46]=[CH:45][C:44](OC)=[CH:43][CH:42]=2)=[C:37]([OH:39])[CH:38]=1)(=[O:30])[CH3:29]. The catalyst is O1CCCC1. The product is [C:28]([O:31][CH2:32][C:33]1[CH:34]=[CH:35][C:36]([CH2:40][C:41]2[CH:42]=[CH:43][C:44]([CH2:1][O:4][CH3:5])=[CH:45][CH:46]=2)=[C:37]([OH:39])[CH:38]=1)(=[O:30])[CH3:29]. The yield is 0.970. (9) The reactants are Cl.[CH3:2][O:3][C:4]1[CH:13]=[C:12]2[C:7]([CH:8]=[CH:9][CH:10]=[C:11]2[CH2:14][CH2:15][NH2:16])=[CH:6][CH:5]=1.[C:17]([O-])(=[O:19])[CH3:18].[Na+].C(OC(=O)C)(=O)C.O. The catalyst is C(O)C. The product is [CH3:2][O:3][C:4]1[CH:13]=[C:12]2[C:7]([CH:8]=[CH:9][CH:10]=[C:11]2[CH2:14][CH2:15][NH:16][C:17](=[O:19])[CH3:18])=[CH:6][CH:5]=1. The yield is 0.867.